From a dataset of Catalyst prediction with 721,799 reactions and 888 catalyst types from USPTO. Predict which catalyst facilitates the given reaction. (1) The catalyst class is: 4. Product: [C:11]([C@H:7]1[CH2:8][CH2:9][CH2:10][N:6]1[C:4](=[O:5])[CH2:3][CH2:2][S:1][S:1][CH2:2][CH2:3][C:4]([N:6]1[CH2:10][CH2:9][CH2:8][C@@H:7]1[C:11]([OH:13])=[O:12])=[O:5])([OH:13])=[O:12]. Reactant: [SH:1][CH2:2][CH2:3][C:4]([N:6]1[CH2:10][CH2:9][CH2:8][C@@H:7]1[C:11]([OH:13])=[O:12])=[O:5]. (2) Reactant: [Cl:1][C:2]1[C:6]([Cl:7])=[C:5]([CH3:8])[NH:4][C:3]=1[C:9]([NH:11][CH:12]1[CH2:17][CH2:16][N:15]([C:18]2[S:22][C:21]([C:23](OCC)=[O:24])=[N:20][N:19]=2)[CH2:14][CH2:13]1)=[O:10].[H-].C([Al+]CC(C)C)C(C)C. Product: [Cl:1][C:2]1[C:6]([Cl:7])=[C:5]([CH3:8])[NH:4][C:3]=1[C:9]([NH:11][CH:12]1[CH2:17][CH2:16][N:15]([C:18]2[S:22][C:21]([CH2:23][OH:24])=[N:20][N:19]=2)[CH2:14][CH2:13]1)=[O:10]. The catalyst class is: 1. (3) Reactant: C[Si]([N-][Si](C)(C)C)(C)C.[Li+].[N:11]1([C:21]([O:23][CH2:24][C:25]2[CH:30]=[CH:29][CH:28]=[CH:27][CH:26]=2)=[O:22])[CH2:16][CH2:15][CH:14]([C:17]([O:19][CH3:20])=[O:18])[CH2:13][CH2:12]1.I[CH2:32][CH:33]=[CH2:34]. Product: [CH2:34]([C:14]1([C:17]([O:19][CH3:20])=[O:18])[CH2:13][CH2:12][N:11]([C:21]([O:23][CH2:24][C:25]2[CH:26]=[CH:27][CH:28]=[CH:29][CH:30]=2)=[O:22])[CH2:16][CH2:15]1)[CH:33]=[CH2:32]. The catalyst class is: 1. (4) Reactant: [CH2:1]([O:3][C:4](=[O:44])[CH:5]=[C:6]1[C:15]2[C:10](=[C:11]([F:16])[CH:12]=[CH:13][CH:14]=2)[N:9]([C:17](=[O:43])[NH:18][CH2:19][C:20]2[CH:25]=[CH:24][C:23]([C:26]([N:28]3[C:34]4[CH:35]=[CH:36][CH:37]=[CH:38][C:33]=4[CH2:32][N:31]4[CH:39]=[CH:40][CH:41]=[C:30]4[CH2:29]3)=[O:27])=[CH:22][C:21]=2[CH3:42])[CH2:8][CH2:7]1)[CH3:2].C(OC(=O)CC1C2C(=C(F)C=CC=2)N(C(=O)NCC2C=CC(C(N3C4C=CC=CC=4CN4C=CC=C4C3)=O)=CC=2C)CC=1)C. Product: [CH2:1]([O:3][C:4](=[O:44])[CH2:5][CH:6]1[C:15]2[C:10](=[C:11]([F:16])[CH:12]=[CH:13][CH:14]=2)[N:9]([C:17](=[O:43])[NH:18][CH2:19][C:20]2[CH:25]=[CH:24][C:23]([C:26]([N:28]3[C:34]4[CH:35]=[CH:36][CH:37]=[CH:38][C:33]=4[CH2:32][N:31]4[CH:39]=[CH:40][CH:41]=[C:30]4[CH2:29]3)=[O:27])=[CH:22][C:21]=2[CH3:42])[CH2:8][CH2:7]1)[CH3:2]. The catalyst class is: 19.